Predict the product of the given reaction. From a dataset of Forward reaction prediction with 1.9M reactions from USPTO patents (1976-2016). (1) The product is: [F:33][C:28]1[CH:29]=[CH:30][CH:31]=[CH:32][C:27]=1[CH:19]([OH:35])[CH2:18][O:17][C@H:14]1[CH2:15][CH2:16][C@H:11]([NH:10][C:9](=[O:34])[O:8][CH2:1][C:2]2[CH:7]=[CH:6][CH:5]=[CH:4][CH:3]=2)[CH2:12][CH2:13]1. Given the reactants [CH2:1]([O:8][C:9](=[O:34])[NH:10][C@H:11]1[CH2:16][CH2:15][C@H:14]([O:17][CH2:18][C:19]([C:27]2[CH:32]=[CH:31][CH:30]=[CH:29][C:28]=2[F:33])=CC2C=CC=CC=2)[CH2:13][CH2:12]1)[C:2]1[CH:7]=[CH:6][CH:5]=[CH:4][CH:3]=1.[O:35]=[O+][O-], predict the reaction product. (2) Given the reactants [Cl:1][C:2]1[CH:7]=[CH:6][CH:5]=[CH:4][C:3]=1[C:8]1[CH:13]=[C:12]([C:14]([F:17])([F:16])[F:15])[CH:11]=[CH:10][N:9]=1.C1C=C([Cl:24])C=C(C(OO)=O)C=1, predict the reaction product. The product is: [Cl:24][C:10]1[CH:11]=[C:12]([C:14]([F:17])([F:15])[F:16])[CH:13]=[C:8]([C:3]2[CH:4]=[CH:5][CH:6]=[CH:7][C:2]=2[Cl:1])[N:9]=1.